This data is from Full USPTO retrosynthesis dataset with 1.9M reactions from patents (1976-2016). The task is: Predict the reactants needed to synthesize the given product. Given the product [CH3:13][C:14]1([CH3:23])[C:15]2[C:4](=[O:6])[C:3]3[C:2](=[CH:12][CH:11]=[CH:10][CH:9]=3)[NH:1][C:16]=2[CH2:17][C:18]([CH3:21])([CH3:20])[CH2:19]1, predict the reactants needed to synthesize it. The reactants are: [NH2:1][C:2]1[CH:12]=[CH:11][CH:10]=[CH:9][C:3]=1[C:4]([O:6]CC)=O.[CH3:13][C:14]1([CH3:23])[CH2:19][C:18]([CH3:21])([CH3:20])[CH2:17][C:16](=O)[CH2:15]1.C1(C)C=CC=CC=1.C1(C)C=CC(S(O)(=O)=O)=CC=1.